This data is from Full USPTO retrosynthesis dataset with 1.9M reactions from patents (1976-2016). The task is: Predict the reactants needed to synthesize the given product. Given the product [CH3:18][O:19][C:20](=[O:34])[C:21]1[CH:26]=[CH:25][CH:24]=[CH:23][C:22]=1[C:27]1[CH:31]=[C:30]([CH2:32][N:14]2[CH:13]=[C:12]3[N:17]=[C:9]([C:3]4[CH:4]=[CH:5][CH:6]=[C:7]([F:8])[C:2]=4[F:1])[N:10]=[C:11]3[CH:16]=[N:15]2)[O:29][N:28]=1, predict the reactants needed to synthesize it. The reactants are: [F:1][C:2]1[C:7]([F:8])=[CH:6][CH:5]=[CH:4][C:3]=1[C:9]1[N:17]=[C:12]2[CH:13]=[N:14][NH:15][CH:16]=[C:11]2[N:10]=1.[CH3:18][O:19][C:20](=[O:34])[C:21]1[CH:26]=[CH:25][CH:24]=[CH:23][C:22]=1[C:27]1[CH:31]=[C:30]([CH2:32]Cl)[O:29][N:28]=1.